Task: Predict the reactants needed to synthesize the given product.. Dataset: Full USPTO retrosynthesis dataset with 1.9M reactions from patents (1976-2016) Given the product [CH2:79]([N:44]([CH2:42][CH3:43])[CH2:45][CH2:46][O:47][C:48]1[CH:53]=[CH:52][C:51]([CH2:54][CH2:55][N:56]([CH2:77][CH3:78])[C:57]2[CH:62]=[C:61]([OH:63])[CH:60]=[CH:59][C:58]=2[CH:65]2[CH2:74][CH2:73][C:72]3[CH:71]=[C:70]([OH:75])[CH:69]=[CH:68][C:67]=3[CH2:66]2)=[CH:50][CH:49]=1)[CH3:80], predict the reactants needed to synthesize it. The reactants are: C(N(C1C=C(OC)C=CC=1C1CCC2C(=CC=C(OC)C=2)C1)CCC1C=CC(O)=CC=1)C.Cl.ClCCN(CC)CC.[CH2:42]([N:44]([CH2:79][CH3:80])[CH2:45][CH2:46][O:47][C:48]1[CH:53]=[CH:52][C:51]([CH2:54][CH2:55][N:56]([CH2:77][CH3:78])[C:57]2[CH:62]=[C:61]([O:63]C)[CH:60]=[CH:59][C:58]=2[CH:65]2[CH2:74][CH2:73][C:72]3[C:67](=[CH:68][CH:69]=[C:70]([O:75]C)[CH:71]=3)[CH2:66]2)=[CH:50][CH:49]=1)[CH3:43].